Dataset: Full USPTO retrosynthesis dataset with 1.9M reactions from patents (1976-2016). Task: Predict the reactants needed to synthesize the given product. (1) The reactants are: N1C=CC=CC=1C(O)=O.P([O-])([O-])([O-])=O.[K+].[K+].[K+].Br[C:19]1[CH:24]=[CH:23][C:22]([C:25]([F:28])([F:27])[CH3:26])=[CH:21][CH:20]=1.[O:29]=[S:30]1(=[O:49])[CH2:35][CH2:34][N:33]2[CH:36]3[CH2:41][CH2:40][C:39]([C:42]4[CH:47]=[CH:46][C:45]([OH:48])=[CH:44][CH:43]=4)([C:32]2=[N:31]1)[CH2:38][CH2:37]3. Given the product [F:27][C:25]([C:22]1[CH:23]=[CH:24][C:19]([O:48][C:45]2[CH:46]=[CH:47][C:42]([C:39]34[CH2:40][CH2:41][CH:36]([N:33]5[CH2:34][CH2:35][S:30](=[O:49])(=[O:29])[N:31]=[C:32]53)[CH2:37][CH2:38]4)=[CH:43][CH:44]=2)=[CH:20][CH:21]=1)([F:28])[CH3:26], predict the reactants needed to synthesize it. (2) Given the product [Cl:25][C:20]1[CH:21]=[CH:22][CH:23]=[CH:24][C:19]=1[CH:17]([O:16][C:15]([NH:14][C:13]1[C:9]([C:6]2[CH:7]=[CH:8][C:3]([CH2:2][O:37][C:35]([NH:28][CH2:29][CH2:30][C:31]([O:33][CH3:34])=[O:32])=[O:36])=[CH:4][CH:5]=2)=[N:10][O:11][CH:12]=1)=[O:26])[CH3:18], predict the reactants needed to synthesize it. The reactants are: Cl[CH2:2][C:3]1[CH:8]=[CH:7][C:6]([C:9]2[C:13]([NH:14][C:15](=[O:26])[O:16][CH:17]([C:19]3[CH:24]=[CH:23][CH:22]=[CH:21][C:20]=3[Cl:25])[CH3:18])=[CH:12][O:11][N:10]=2)=[CH:5][CH:4]=1.Cl.[NH2:28][CH2:29][CH2:30][C:31]([O:33][CH3:34])=[O:32].[C:35](=O)([O-:37])[O-:36].[K+].[K+].Cl. (3) Given the product [CH3:1][O:2][C:3]([C:5]1[CH:10]=[C:9]([C:11]2[CH:16]=[CH:15][CH:14]=[CH:13][CH:12]=2)[C:8]([OH:17])=[C:7]([C:24]2[CH:29]=[CH:28][CH:27]=[CH:26][CH:25]=2)[CH:6]=1)=[O:4], predict the reactants needed to synthesize it. The reactants are: [CH3:1][O:2][C:3]([C:5]1[CH:6]=[C:7]([C:24]2[CH:29]=[CH:28][CH:27]=[CH:26][CH:25]=2)[C:8]([O:17]COCCOC)=[C:9]([C:11]2[CH:16]=[CH:15][CH:14]=[CH:13][CH:12]=2)[CH:10]=1)=[O:4].FC(F)(F)C(O)=O.